Dataset: Full USPTO retrosynthesis dataset with 1.9M reactions from patents (1976-2016). Task: Predict the reactants needed to synthesize the given product. (1) Given the product [Br:1][CH2:2][CH2:3][CH2:4][CH2:5][CH2:6][CH2:7][CH2:8][CH2:9][CH2:10][CH2:11][CH2:12][CH2:13][CH2:14][CH2:15][CH2:16][CH2:17][OH:18], predict the reactants needed to synthesize it. The reactants are: [Br:1][CH2:2][CH2:3][CH2:4][CH2:5][CH2:6][CH2:7][CH2:8][CH2:9][CH2:10][CH2:11][CH2:12][CH2:13][CH2:14][CH2:15][CH2:16][C:17](O)=[O:18]. (2) Given the product [OH:65][C:41]1[CH:42]=[C:43]([CH3:64])[C:44]([CH2:46][C:47]2[CH:48]=[CH:49][C:50]([CH2:53][CH2:54][CH2:55][C:56]([NH:58][C:59]([CH3:63])([CH3:62])[CH2:60][OH:61])=[O:57])=[CH:51][CH:52]=2)=[CH:45][C:40]=1[C@@H:10]1[O:11][C@H:12]([CH2:31][OH:32])[C@@H:13]([OH:23])[C@H:14]([OH:15])[C@H:9]1[OH:8], predict the reactants needed to synthesize it. The reactants are: C([O:8][C@@H:9]1[C@@H:14]([O:15]CC2C=CC=CC=2)[C@H:13]([O:23]CC2C=CC=CC=2)[C@@H:12]([CH2:31][O:32]CC2C=CC=CC=2)[O:11][C@H:10]1[C:40]1[CH:45]=[C:44]([CH2:46][C:47]2[CH:52]=[CH:51][C:50](/[CH:53]=[CH:54]/[CH2:55][C:56]([NH:58][C:59]([CH3:63])([CH3:62])[CH2:60][OH:61])=[O:57])=[CH:49][CH:48]=2)[C:43]([CH3:64])=[CH:42][C:41]=1[O:65]CC1C=CC=CC=1)C1C=CC=CC=1. (3) Given the product [CH:20]([C:10]1[NH:11][C:12]([C:13]2[CH:18]=[CH:17][CH:16]=[C:15]([CH3:19])[N:14]=2)=[C:8]([C:4]2[CH:3]=[C:2]([C:28]3[CH:29]=[CH:30][C:25]([O:24][CH3:23])=[N:26][CH:27]=3)[CH:7]=[CH:6][CH:5]=2)[N:9]=1)([CH3:22])[CH3:21], predict the reactants needed to synthesize it. The reactants are: Br[C:2]1[CH:3]=[C:4]([C:8]2[N:9]=[C:10]([CH:20]([CH3:22])[CH3:21])[NH:11][C:12]=2[C:13]2[CH:18]=[CH:17][CH:16]=[C:15]([CH3:19])[N:14]=2)[CH:5]=[CH:6][CH:7]=1.[CH3:23][O:24][C:25]1[CH:30]=[CH:29][C:28](B(O)O)=[CH:27][N:26]=1.